Dataset: Forward reaction prediction with 1.9M reactions from USPTO patents (1976-2016). Task: Predict the product of the given reaction. (1) Given the reactants Br[C:2]1[CH:3]=[C:4]2[C:9](=[CH:10][CH:11]=1)[N:8]=[C:7]([NH:12][C@H:13]1[C:21]3[C:16](=[CH:17][CH:18]=[CH:19][CH:20]=3)[CH2:15][CH2:14]1)[CH:6]=[CH:5]2.[CH3:22][N:23]1[CH2:28][CH2:27][NH:26][CH2:25][CH2:24]1, predict the reaction product. The product is: [C@H:13]1([NH:12][C:7]2[CH:6]=[CH:5][C:4]3[C:9](=[CH:10][CH:11]=[C:2]([N:26]4[CH2:27][CH2:28][N:23]([CH3:22])[CH2:24][CH2:25]4)[CH:3]=3)[N:8]=2)[C:21]2[C:16](=[CH:17][CH:18]=[CH:19][CH:20]=2)[CH2:15][CH2:14]1. (2) The product is: [Cl:1][C:2]1[C:7]([O:8][CH3:9])=[CH:6][C:5]([O:10][CH3:11])=[C:4]([Cl:12])[C:3]=1[C:13]1[C:24](=[O:25])[N:23]([CH2:26][CH2:27][N:28]2[CH2:33][CH2:32][NH:31][CH2:30][CH2:29]2)[C:16]2[N:17]=[C:18]([NH:21][CH3:22])[N:19]=[CH:20][C:15]=2[CH:14]=1. Given the reactants [Cl:1][C:2]1[C:7]([O:8][CH3:9])=[CH:6][C:5]([O:10][CH3:11])=[C:4]([Cl:12])[C:3]=1[C:13]1[C:24](=[O:25])[N:23]([CH2:26][CH2:27][N:28]2[CH2:33][CH2:32][N:31](C(OC(C)(C)C)=O)[CH2:30][CH2:29]2)[C:16]2[N:17]=[C:18]([NH:21][CH3:22])[N:19]=[CH:20][C:15]=2[CH:14]=1.FC(F)(F)C(O)=O.C([O-])(O)=O.[Na+], predict the reaction product. (3) Given the reactants Cl.C([SiH2][O:7][C:8](C)(C)[C:9]1[CH:14]=[CH:13][C:12]([NH:15][C:16]([C:18]2[CH:19]=[N:20][N:21]3[CH:26]=[CH:25][CH:24]=[N:23][C:22]=23)=[O:17])=[C:11]([O:27][CH3:28])[CH:10]=1)(C)(C)C.O.[OH-].[Na+], predict the reaction product. The product is: [OH:7][CH2:8][C:9]1[CH:14]=[CH:13][C:12]([NH:15][C:16]([C:18]2[CH:19]=[N:20][N:21]3[CH:26]=[CH:25][CH:24]=[N:23][C:22]=23)=[O:17])=[C:11]([O:27][CH3:28])[CH:10]=1. (4) Given the reactants [CH2:1]([O:3][C:4](=[O:23])[C:5](=[O:22])[CH2:6][C:7]1([C:13]2[CH:18]=[CH:17][CH:16]=[C:15]([F:19])[C:14]=2[O:20][CH3:21])[CH2:12][CH2:11]CCC1)[CH3:2].[F:24][C:25]([Si](C)(C)C)([F:27])[F:26].[F-].C[N+](C)(C)C.Cl, predict the reaction product. The product is: [CH2:1]([O:3][C:4](=[O:23])[C:5]([OH:22])([C:25]([F:27])([F:26])[F:24])[CH2:6][C:7]1([C:13]2[CH:18]=[CH:17][CH:16]=[C:15]([F:19])[C:14]=2[O:20][CH3:21])[CH2:12][CH2:11]1)[CH3:2]. (5) Given the reactants COC(=O)C(O)=CC(=O)N(CC1C=CC(F)=CC=1)C.C=O.[F:22][C:23]1[CH:28]=[CH:27][C:26]([CH2:29][CH2:30][NH2:31])=[CH:25][CH:24]=1.[F:32][C:33]1[CH:51]=[CH:50][C:36]([CH2:37][N:38]([CH3:49])[C:39]([C:41]2[CH2:42]N(C)[C:44](=[O:47])[C:45]=2[OH:46])=[O:40])=[CH:35][CH:34]=1, predict the reaction product. The product is: [F:32][C:33]1[CH:51]=[CH:50][C:36]([CH2:37][N:38]([CH3:49])[C:39]([C:41]2[CH2:42][N:31]([CH2:30][CH2:29][C:26]3[CH:27]=[CH:28][C:23]([F:22])=[CH:24][CH:25]=3)[C:44](=[O:47])[C:45]=2[OH:46])=[O:40])=[CH:35][CH:34]=1. (6) Given the reactants [Br:1][C:2]1[C:3]2[CH:18]=[CH:17][C:16]([O:19][CH3:20])=[CH:15][C:4]=2[S:5][C:6]=1[C:7]1[CH:12]=[CH:11][C:10]([O:13][CH3:14])=[CH:9][CH:8]=1.FC(F)(F)C(O)=[O:24].OO.S(=O)(O)[O-].[Na+], predict the reaction product. The product is: [Br:1][C:2]1[C:3]2[CH:18]=[CH:17][C:16]([O:19][CH3:20])=[CH:15][C:4]=2[S:5](=[O:24])[C:6]=1[C:7]1[CH:12]=[CH:11][C:10]([O:13][CH3:14])=[CH:9][CH:8]=1. (7) Given the reactants [F:1][C:2]1[CH:3]=[C:4]2[C@:10]3([CH2:23][C:13]4=[N:14][CH:15]=[C:16]([C:18]([O:20][CH2:21][CH3:22])=[O:19])[CH:17]=[C:12]4[CH2:11]3)[C:9](=[O:24])[N:8](COCC[Si](C)(C)C)[C:5]2=[N:6][CH:7]=1.Cl.C(N)CN.[OH-].[Na+], predict the reaction product. The product is: [F:1][C:2]1[CH:3]=[C:4]2[C@:10]3([CH2:23][C:13]4=[N:14][CH:15]=[C:16]([C:18]([O:20][CH2:21][CH3:22])=[O:19])[CH:17]=[C:12]4[CH2:11]3)[C:9](=[O:24])[NH:8][C:5]2=[N:6][CH:7]=1.